From a dataset of Cav3 T-type calcium channel HTS with 100,875 compounds. Binary Classification. Given a drug SMILES string, predict its activity (active/inactive) in a high-throughput screening assay against a specified biological target. (1) The molecule is Brc1oc(C(=O)NCc2ccc(cc2)C)cc1. The result is 0 (inactive). (2) The compound is O1CCN(C(CNC(=O)c2ccc(n3nnnc3)cc2)c2ccc(OC)cc2)CC1. The result is 0 (inactive).